This data is from Full USPTO retrosynthesis dataset with 1.9M reactions from patents (1976-2016). The task is: Predict the reactants needed to synthesize the given product. (1) Given the product [O:13]=[C:14]1[CH:15]=[C:19]([CH:21]2[CH2:26][CH2:25][N:24]([C:27]([O:29][C:30]([CH3:33])([CH3:32])[CH3:31])=[O:28])[CH2:23][CH2:22]2)[N:2]2[N:1]=[C:9]3[CH:8]=[CH:7][N:6]=[CH:5][C:4]3=[C:3]2[NH:10]1, predict the reactants needed to synthesize it. The reactants are: [NH:1]1[C:9]2[CH:8]=[CH:7][N:6]=[CH:5][C:4]=2[C:3]([NH2:10])=[N:2]1.CC1(C)OC(=O)[CH:15]([C:19]([CH:21]2[CH2:26][CH2:25][N:24]([C:27]([O:29][C:30]([CH3:33])([CH3:32])[CH3:31])=[O:28])[CH2:23][CH2:22]2)=O)[C:14](=O)[O:13]1. (2) Given the product [F:1][C:2]1[CH:10]=[CH:9][C:8]2[N:7]([C:11]3[CH:19]=[CH:18][C:14]([C:15]([NH:29][CH2:30][CH2:31][OH:32])=[O:17])=[CH:13][CH:12]=3)[C:6]3[CH:20]=[N:21][N:22]([CH:23]4[CH2:28][CH2:27][CH2:26][CH2:25][O:24]4)[C:5]=3[C:4]=2[CH:3]=1, predict the reactants needed to synthesize it. The reactants are: [F:1][C:2]1[CH:10]=[CH:9][C:8]2[N:7]([C:11]3[CH:19]=[CH:18][C:14]([C:15]([OH:17])=O)=[CH:13][CH:12]=3)[C:6]3[CH:20]=[N:21][N:22]([CH:23]4[CH2:28][CH2:27][CH2:26][CH2:25][O:24]4)[C:5]=3[C:4]=2[CH:3]=1.[NH2:29][CH2:30][CH2:31][OH:32].CN(C(ON1N=NC2C=CC=NC1=2)=[N+](C)C)C.F[P-](F)(F)(F)(F)F.CCN(C(C)C)C(C)C. (3) Given the product [CH2:1]([O:8][C:9]1[CH:10]=[C:11]([CH2:12][OH:13])[CH:15]=[CH:16][C:17]=1[I:18])[C:2]1[CH:3]=[CH:4][CH:5]=[CH:6][CH:7]=1, predict the reactants needed to synthesize it. The reactants are: [CH2:1]([O:8][C:9]1[CH:10]=[C:11]([CH:15]=[CH:16][C:17]=1[I:18])[C:12](O)=[O:13])[C:2]1[CH:7]=[CH:6][CH:5]=[CH:4][CH:3]=1. (4) Given the product [CH3:26][O:20][C:6]1([CH3:21])[CH2:7][N:8]([C:11]2[N:15]([CH3:16])[N:14]=[CH:13][C:12]=2[N+:17]([O-:19])=[O:18])[CH2:9][CH2:10][CH:4]([NH:1][C:59](=[O:60])[O:58][C:54]([CH3:57])([CH3:56])[CH3:55])[CH2:5]1, predict the reactants needed to synthesize it. The reactants are: [N:1]([CH:4]1[CH2:10][CH2:9][N:8]([C:11]2[N:15]([CH3:16])[N:14]=[CH:13][C:12]=2[N+:17]([O-:19])=[O:18])[CH2:7][C:6]([CH3:21])([OH:20])[CH2:5]1)=[N+]=[N-].[H-].[Na+].CI.[C:26]1(P(C2C=CC=CC=2)C2C=CC=CC=2)C=CC=CC=1.CCN(C(C)C)C(C)C.[C:54]([O:58][C:59](O[C:59]([O:58][C:54]([CH3:57])([CH3:56])[CH3:55])=[O:60])=[O:60])([CH3:57])([CH3:56])[CH3:55]. (5) Given the product [Cl:1][C:2]1[N:7]=[C:6]([NH:10][CH:11]2[CH2:25][CH:14]3[CH2:15][N:16]([C:18]([O:20][C:21]([CH3:23])([CH3:22])[CH3:24])=[O:19])[CH2:17][CH:13]3[CH2:12]2)[C:5]([Cl:9])=[CH:4][N:3]=1, predict the reactants needed to synthesize it. The reactants are: [Cl:1][C:2]1[N:7]=[C:6](Cl)[C:5]([Cl:9])=[CH:4][N:3]=1.[NH2:10][CH:11]1[CH2:25][CH:14]2[CH2:15][N:16]([C:18]([O:20][C:21]([CH3:24])([CH3:23])[CH3:22])=[O:19])[CH2:17][CH:13]2[CH2:12]1.CCN(CC)CC. (6) Given the product [C:1]1([S:7]([N:10]2[CH2:12][CH:11]([C:13]3[CH:18]=[CH:17][CH:16]=[C:15]([Br:19])[CH:14]=3)[N:25]([CH:22]([CH3:24])[CH3:23])[C:26]2=[O:27])(=[O:8])=[O:9])[CH:2]=[CH:3][CH:4]=[CH:5][CH:6]=1, predict the reactants needed to synthesize it. The reactants are: [C:1]1([S:7]([N:10]2[CH2:12][CH:11]2[C:13]2[CH:18]=[CH:17][CH:16]=[C:15]([Br:19])[CH:14]=2)(=[O:9])=[O:8])[CH:6]=[CH:5][CH:4]=[CH:3][CH:2]=1.[I-].[Na+].[CH:22]([N:25]=[C:26]=[O:27])([CH3:24])[CH3:23]. (7) Given the product [Cl:1][C:2]1[CH:7]=[CH:6][C:5]([S:8][C:9]2[CH:14]=[CH:13][CH:12]=[CH:11][C:10]=2[CH2:15][C:16]2[NH:20][CH2:19][CH2:18][N:17]=2)=[CH:4][CH:3]=1, predict the reactants needed to synthesize it. The reactants are: [Cl:1][C:2]1[CH:7]=[CH:6][C:5]([S:8][C:9]2[CH:14]=[CH:13][CH:12]=[CH:11][C:10]=2[CH2:15][C:16]#[N:17])=[CH:4][CH:3]=1.[CH2:18](N)[CH2:19][NH2:20]. (8) Given the product [F:1][C:2]1[C:7]([F:8])=[CH:6][CH:5]=[CH:4][C:3]=1[C:9]1[N:17]=[C:12]2[CH:13]=[N:14][N:15]([CH2:19][C:20]3[O:24][N:23]=[C:22]([C:25]4[CH:30]=[CH:29][C:28]([O:31][C:32]([F:40])([F:39])[CH:33]([F:38])[C:34]([F:35])([F:37])[F:36])=[CH:27][CH:26]=4)[CH:21]=3)[CH:16]=[C:11]2[N:10]=1, predict the reactants needed to synthesize it. The reactants are: [F:1][C:2]1[C:7]([F:8])=[CH:6][CH:5]=[CH:4][C:3]=1[C:9]1[N:17]=[C:12]2[CH:13]=[N:14][NH:15][CH:16]=[C:11]2[N:10]=1.Cl[CH2:19][C:20]1[O:24][N:23]=[C:22]([C:25]2[CH:30]=[CH:29][C:28]([O:31][C:32]([F:40])([F:39])[CH:33]([F:38])[C:34]([F:37])([F:36])[F:35])=[CH:27][CH:26]=2)[CH:21]=1. (9) The reactants are: [CH2:1]([O:3][C:4](=[O:10])[CH2:5][CH2:6][N+:7]([O-:9])=[O:8])[CH3:2].[Na].[CH3:12][O:13][C:14]1[CH:19]=[CH:18][CH:17]=[C:16]([CH:20]=O)[C:15]=1[CH:22]=O.Cl. Given the product [CH2:1]([O:3][C:4]([C:5]1[C:6]([N+:7]([O-:9])=[O:8])=[CH:20][C:16]2[C:15](=[C:14]([O:13][CH3:12])[CH:19]=[CH:18][CH:17]=2)[CH:22]=1)=[O:10])[CH3:2], predict the reactants needed to synthesize it. (10) Given the product [N:15]1[CH:14]=[N:13][N:11]2[CH:12]=[C:7]([C:6]3[N:5]([C:16]4[CH:17]=[C:18]([CH3:22])[CH:19]=[CH:20][CH:21]=4)[C:4](=[O:23])[N:3]([CH2:36][CH:37]4[CH2:42][CH2:41][CH2:40][CH2:39][CH2:38]4)[C:2]=3[CH3:1])[CH:8]=[CH:9][C:10]=12, predict the reactants needed to synthesize it. The reactants are: [CH3:1][C:2]1[NH:3][C:4](=[O:23])[N:5]([C:16]2[CH:17]=[C:18]([CH3:22])[CH:19]=[CH:20][CH:21]=2)[C:6]=1[C:7]1[CH:8]=[CH:9][C:10]2[N:11]([N:13]=[CH:14][N:15]=2)[CH:12]=1.CN(C)C=O.CC(C)([O-])C.[K+].Br[CH2:36][CH:37]1[CH2:42][CH2:41][CH2:40][CH2:39][CH2:38]1.[I-].[K+].